From a dataset of Forward reaction prediction with 1.9M reactions from USPTO patents (1976-2016). Predict the product of the given reaction. (1) Given the reactants O1CCCC1.C(O)C.[N+](C1C=CC(C([O:18][CH2:19][CH2:20][CH2:21][CH2:22][CH:23]([O:29][N+:30]([O-:32])=[O:31])[CH2:24][O:25][N+:26]([O-:28])=[O:27])=O)=CC=1)([O-])=O.[OH-].[Na+], predict the reaction product. The product is: [N+:26]([O-:28])([O:25][CH2:24][CH:23]([O:29][N+:30]([O-:32])=[O:31])[CH2:22][CH2:21][CH2:20][CH2:19][OH:18])=[O:27]. (2) Given the reactants [C:1]([O:5][C:6]([N:8]1[C@@H:12]([CH2:13][CH2:14][C:15]2[CH:20]=[CH:19][C:18]([NH2:21])=[CH:17][CH:16]=2)[CH2:11][O:10][C:9]1([CH3:23])[CH3:22])=[O:7])([CH3:4])([CH3:3])[CH3:2].C(N(CC)CC)C.Cl[C:32](Cl)([O:34]C(=O)OC(Cl)(Cl)Cl)Cl, predict the reaction product. The product is: [C:1]([O:5][C:6]([N:8]1[C@@H:12]([CH2:13][CH2:14][C:15]2[CH:16]=[CH:17][C:18]([N:21]=[C:32]=[O:34])=[CH:19][CH:20]=2)[CH2:11][O:10][C:9]1([CH3:23])[CH3:22])=[O:7])([CH3:4])([CH3:2])[CH3:3]. (3) Given the reactants Br[C:2]1[C:7]([Cl:8])=[CH:6][C:5]([NH:9][C:10]2[N:14]=[C:13]([NH2:15])[NH:12][N:11]=2)=[CH:4][C:3]=1[Cl:16].[C:17]([O:21][C:22]([N:24]1[CH2:27][CH:26]([CH2:28][O:29][C:30]2[CH:35]=[CH:34][C:33](B3OC(C)(C)C(C)(C)O3)=[CH:32][CH:31]=2)[CH2:25]1)=[O:23])([CH3:20])([CH3:19])[CH3:18].C(=O)([O-])[O-].[K+].[K+], predict the reaction product. The product is: [C:17]([O:21][C:22]([N:24]1[CH2:25][CH:26]([CH2:28][O:29][C:30]2[CH:31]=[CH:32][C:33]([C:2]3[C:7]([Cl:8])=[CH:6][C:5]([NH:9][C:10]4[N:14]=[C:13]([NH2:15])[NH:12][N:11]=4)=[CH:4][C:3]=3[Cl:16])=[CH:34][CH:35]=2)[CH2:27]1)=[O:23])([CH3:20])([CH3:18])[CH3:19]. (4) Given the reactants Br.[NH2:2][C:3]1[C:4]([OH:17])=[C:5]([C:9]2[S:13][C:12]([C:14]([OH:16])=[O:15])=[CH:11][CH:10]=2)[CH:6]=[CH:7][CH:8]=1.[N:18]([O-])=O.[Na+].[CH3:22][C:23]1[CH2:24][C:25](=[O:38])[N:26]([C:28]2[CH:37]=[CH:36][C:35]3[CH2:34][CH2:33][CH2:32][CH2:31][C:30]=3[CH:29]=2)[N:27]=1.C(=O)(O)[O-].[Na+], predict the reaction product. The product is: [OH:17][C:4]1[C:3]([NH:2][N:18]=[C:24]2[C:25](=[O:38])[N:26]([C:28]3[CH:37]=[CH:36][C:35]4[CH2:34][CH2:33][CH2:32][CH2:31][C:30]=4[CH:29]=3)[N:27]=[C:23]2[CH3:22])=[CH:8][CH:7]=[CH:6][C:5]=1[C:9]1[S:13][C:12]([C:14]([OH:16])=[O:15])=[CH:11][CH:10]=1. (5) Given the reactants [C:1]([CH:6]=P(C1C=CC=CC=1)(C1C=CC=CC=1)C1C=CC=CC=1)([O:3][CH2:4][CH3:5])=[O:2].[CH2:26]([O:28][CH2:29][C:30]1[N:31]([CH2:65][C:66]([OH:69])([CH3:68])[CH3:67])[C:32]2[C:41]3[CH:40]=[CH:39][C:38]([CH:42]=O)=[CH:37][C:36]=3[N:35]=[C:34]([NH:44][C:45]([C:58]3[CH:63]=[CH:62][CH:61]=[CH:60][CH:59]=3)([C:52]3[CH:57]=[CH:56][CH:55]=[CH:54][CH:53]=3)[C:46]3[CH:51]=[CH:50][CH:49]=[CH:48][CH:47]=3)[C:33]=2[N:64]=1)[CH3:27], predict the reaction product. The product is: [CH2:26]([O:28][CH2:29][C:30]1[N:31]([CH2:65][C:66]([OH:69])([CH3:68])[CH3:67])[C:32]2[C:41]3[CH:40]=[CH:39][C:38](/[CH:42]=[CH:6]/[C:1]([O:3][CH2:4][CH3:5])=[O:2])=[CH:37][C:36]=3[N:35]=[C:34]([NH:44][C:45]([C:58]3[CH:59]=[CH:60][CH:61]=[CH:62][CH:63]=3)([C:52]3[CH:57]=[CH:56][CH:55]=[CH:54][CH:53]=3)[C:46]3[CH:47]=[CH:48][CH:49]=[CH:50][CH:51]=3)[C:33]=2[N:64]=1)[CH3:27]. (6) Given the reactants [Cl:1][C:2]1[CH:3]=[C:4]([OH:10])[CH:5]=[N:6][C:7]=1[O:8][CH3:9].Br[CH2:12][C:13]1[C:23]([F:24])=[CH:22][C:16]([C:17]([O:19][CH2:20][CH3:21])=[O:18])=[C:15]([F:25])[CH:14]=1.C(=O)([O-])[O-].[K+].[K+], predict the reaction product. The product is: [Cl:1][C:2]1[CH:3]=[C:4]([O:10][CH2:12][C:13]2[C:23]([F:24])=[CH:22][C:16]([C:17]([O:19][CH2:20][CH3:21])=[O:18])=[C:15]([F:25])[CH:14]=2)[CH:5]=[N:6][C:7]=1[O:8][CH3:9]. (7) Given the reactants [CH2:1]([N:8]1[N:12]=[C:11]([CH:13]2[CH2:18][CH2:17][N:16]([C:19]3[CH:24]=[CH:23][C:22](/[N:25]=[CH:26]/[C:27]4[O:28][C:29]([N+:32]([O-:34])=[O:33])=[CH:30][CH:31]=4)=[CH:21][CH:20]=3)[CH2:15][CH2:14]2)[O:10][C:9]1=[O:35])[C:2]1[CH:7]=[CH:6][CH:5]=[CH:4][CH:3]=1.C([BH3-])#N.[Na+].C(=O)(O)[O-].[Na+], predict the reaction product. The product is: [CH2:1]([N:8]1[N:12]=[C:11]([CH:13]2[CH2:18][CH2:17][N:16]([C:19]3[CH:24]=[CH:23][C:22]([NH:25][CH2:26][C:27]4[O:28][C:29]([N+:32]([O-:34])=[O:33])=[CH:30][CH:31]=4)=[CH:21][CH:20]=3)[CH2:15][CH2:14]2)[O:10][C:9]1=[O:35])[C:2]1[CH:3]=[CH:4][CH:5]=[CH:6][CH:7]=1.